From a dataset of Drug-target binding data from BindingDB using IC50 measurements. Regression. Given a target protein amino acid sequence and a drug SMILES string, predict the binding affinity score between them. We predict pIC50 (pIC50 = -log10(IC50 in M); higher means more potent). Dataset: bindingdb_ic50. (1) The small molecule is CCN(c1cc(-c2ccc(OCCOC)cc2)cc(C(=O)NCc2c(C)cc(C)[nH]c2=O)c1C)[C@H]1CC[C@H](N(C)C)CC1. The target protein sequence is ATKAARKSAPATGGVKKPHRYRPG. The pIC50 is 7.1. (2) The small molecule is O=C1CCC(N2C(=O)c3ccccc3C2=O)C(=O)N1. The target protein (Q16531) has sequence MSYNYVVTAQKPTAVNGCVTGHFTSAEDLNLLIAKNTRLEIYVVTAEGLRPVKEVGMYGKIAVMELFRPKGESKDLLFILTAKYNACILEYKQSGESIDIITRAHGNVQDRIGRPSETGIIGIIDPECRMIGLRLYDGLFKVIPLDRDNKELKAFNIRLEELHVIDVKFLYGCQAPTICFVYQDPQGRHVKTYEVSLREKEFNKGPWKQENVEAEASMVIAVPEPFGGAIIIGQESITYHNGDKYLAIAPPIIKQSTIVCHNRVDPNGSRYLLGDMEGRLFMLLLEKEEQMDGTVTLKDLRVELLGETSIAECLTYLDNGVVFVGSRLGDSQLVKLNVDSNEQGSYVVAMETFTNLGPIVDMCVVDLERQGQGQLVTCSGAFKEGSLRIIRNGIGIHEHASIDLPGIKGLWPLRSDPNRETDDTLVLSFVGQTRVLMLNGEEVEETELMGFVDDQQTFFCGNVAHQQLIQITSASVRLVSQEPKALVSEWKEPQAKNISV.... The pIC50 is 4.5. (3) The compound is C/C(=C\[C@H](C)/C=C/C(=O)NO)C(=O)c1ccc(N(C)C)cc1. The target protein sequence is KNLQEARRKGRMDRSKAEEEMSNELQNLDVQGKSKATGTGLVYVDAFTRFHCLWDASHPECPARVSTVMEMLETEGLLGRCVQVEARAVTEDELLLVHTKEYVELMKSTQNMTEEELKTLAEKYDSVYLHPGFFSSACLSVGSVLQLVDKVMTSQLRNGFSINRPPGHHAQADKMNGFCMFNNLAIAARYAQKRHRVQRVLIVDWDVHHGQGIQYIFEEDPSVLYFSVHRYEDGSFWPHLKESDSSSVGSGAGQGYNINLPWNKVGMESGDYITAFQQLLLPVAYEFQPQLVLVAAGFDAVIGDPKGGMQVSPECFSILTHMLKGVAQGRLVLALEGGYNLQSTAEGVCASMRSLLGDPCPHLPSSGAPCESALKSISKTISDLYPFWKSLQTFEGGPLSEVSPLPAPVCAEVKVSSPITGLVYDQRMMLHHNMWDSHHPELPQRISRIFSRHEELRLLSRCHRIPARLATEEELALCHSSKHISIIKSSEHMKPRDLNR.... The pIC50 is 8.3. (4) The drug is Cc1ccc(C)n1[C@@H](CC(=O)O)c1ccc2c(c1)OCO2. The target protein (P0C1S0) has sequence MSDQHNLKEQLCFSLYNAQRQVNRYYSNKVFKKYNLTYPQFLVLTILWDESPVNVKKVVTELALDTGTVSPLLKRMEQVDLIKRERSEVDQREVFIHLTDKSETIRPELSNASDKVASASSLSQDEVKELNRLLGKVIHAFDETKEK. The pIC50 is 4.5. (5) The small molecule is CC[C@@]1(O)C(=O)OCc2c1cc1n(c2=O)Cc2cc3ccccc3nc2-1. The target protein (P43870) has sequence MKKSALEKLLSLIENLTNQEFKQATNSLISFIYKLNRNEVIELVRSIGILPEAIKPSSTQEKLFSKAGDIVLAKAFQLLNLNSKPLEQRGNAGDVIALSKEFNYGLVADAKSFRLSRTAKNQKDFKVKALSEWREDKDYAVLTAPFFQYPTTKSQIFKQSLDENVLLFSWEHLAILLQLDLEETNIFSFEQLWNFPKKQSKKTSVSDAENNFMRDFNKYFMDLFKIDKDTLNQLLQKEINFIEERSLIEKEYWKKQINIIKNFTREEAIEALLKDINMSSKIETIDSFIKGIKSNDRLYL. The pIC50 is 3.5.